From a dataset of Catalyst prediction with 721,799 reactions and 888 catalyst types from USPTO. Predict which catalyst facilitates the given reaction. (1) Reactant: O.[NH2:2][NH2:3].[C:4]([C:6]1[C:11](=[O:12])[N:10]([C:13]2[CH:18]=[CH:17][C:16]([CH3:19])=[C:15]([CH3:20])[CH:14]=2)[C:9]([C:21]2[CH:26]=[CH:25][C:24]([S:27][CH3:28])=[CH:23][CH:22]=2)=[N:8][C:7]=1SC)#[N:5].C(=O)([O-])[O-].[K+].[K+]. Product: [NH2:5][C:4]1[C:6]2[C:11](=[O:12])[N:10]([C:13]3[CH:18]=[CH:17][C:16]([CH3:19])=[C:15]([CH3:20])[CH:14]=3)[C:9]([C:21]3[CH:26]=[CH:25][C:24]([S:27][CH3:28])=[CH:23][CH:22]=3)=[N:8][C:7]=2[NH:3][N:2]=1. The catalyst class is: 11. (2) Reactant: [Br:1][C:2]1[C:3]([C:8]2[S:9][C:10]([Cl:13])=[CH:11][CH:12]=2)=[N:4][NH:5][C:6]=1[CH3:7].[H-].[Na+].I[CH2:17][CH3:18].[Cl-].[NH4+]. Product: [Br:1][C:2]1[C:3]([C:8]2[S:9][C:10]([Cl:13])=[CH:11][CH:12]=2)=[N:4][N:5]([CH2:17][CH3:18])[C:6]=1[CH3:7]. The catalyst class is: 9. (3) Reactant: CC(C)([O-:4])C.[K+].Cl[C:8]1[N:9]=[CH:10][C:11]([C:14]([OH:16])=[O:15])=[N:12][CH:13]=1.[F:17][C:18]([F:21])(O)[CH3:19]. Product: [F:17][CH:18]([F:21])[CH2:19][O:4][C:8]1[N:9]=[CH:10][C:11]([C:14]([OH:16])=[O:15])=[N:12][CH:13]=1. The catalyst class is: 3.